This data is from Reaction yield outcomes from USPTO patents with 853,638 reactions. The task is: Predict the reaction yield, written as a fraction of the theoretical maximum amount of product (1.0 means a 100% yield; for example, 0.34 means a 34% yield). (1) The yield is 0.0200. The product is [N+:11]([C:8]1[CH:9]=[CH:10][C:4]2[O:3][C:2]([C:19]3[S:20][CH:21]=[CH:22][CH:23]=3)=[N:6][C:5]=2[CH:7]=1)([O-:13])=[O:12]. The catalyst is O1CCOCC1.C1C=CC([P]([Pd]([P](C2C=CC=CC=2)(C2C=CC=CC=2)C2C=CC=CC=2)([P](C2C=CC=CC=2)(C2C=CC=CC=2)C2C=CC=CC=2)[P](C2C=CC=CC=2)(C2C=CC=CC=2)C2C=CC=CC=2)(C2C=CC=CC=2)C2C=CC=CC=2)=CC=1. The reactants are Cl[C:2]1[O:3][C:4]2[CH:10]=[CH:9][C:8]([N+:11]([O-:13])=[O:12])=[CH:7][C:5]=2[N:6]=1.C([Sn](CCCC)(CCCC)[C:19]1[S:20][CH:21]=[CH:22][CH:23]=1)CCC.C(OCC)(=O)C. (2) The reactants are [OH:1][C:2]1[CH:7]=[CH:6][C:5]([C:8](=[C:25]2[CH2:30][C:29]([CH3:32])([CH3:31])[O:28][C:27]([CH3:34])([CH3:33])[CH2:26]2)[C:9]2[CH:14]=[CH:13][C:12](/[CH:15]=[C:16](\[CH3:24])/[C:17]([O:19]C(C)(C)C)=[O:18])=[CH:11][CH:10]=2)=[CH:4][CH:3]=1.C(O)(C(F)(F)F)=O. The catalyst is C(Cl)Cl. The yield is 0.950. The product is [OH:1][C:2]1[CH:3]=[CH:4][C:5]([C:8](=[C:25]2[CH2:26][C:27]([CH3:34])([CH3:33])[O:28][C:29]([CH3:32])([CH3:31])[CH2:30]2)[C:9]2[CH:14]=[CH:13][C:12](/[CH:15]=[C:16](\[CH3:24])/[C:17]([OH:19])=[O:18])=[CH:11][CH:10]=2)=[CH:6][CH:7]=1. (3) The reactants are [N:1]#[C:2][SH:3].ClC1C=CC([CH:11]2[N:15]([C:16]3[CH:21]=[CH:20][C:19]([Cl:22])=[CH:18][C:17]=3[Cl:23])[N:14]=[C:13]([C:24]([NH:26][N:27]3[CH2:32][CH2:31][CH2:30][CH2:29][CH2:28]3)=[O:25])[CH2:12]2)=CC=1. The catalyst is C(OCC)(=O)C. The product is [S-:3][C:2]#[N:1].[N:27]1([NH:26][C:24]([C:13]2[CH:12]([C:16]3[CH:21]=[CH:20][C:19]([Cl:22])=[CH:18][CH:17]=3)[CH2:11][N:15]([C:16]3[CH:21]=[CH:20][C:19]([Cl:22])=[CH:18][C:17]=3[Cl:23])[N:14]=2)=[O:25])[CH2:28][CH2:29][CH2:30][CH2:31][CH2:32]1. The yield is 0.960.